This data is from Peptide-MHC class I binding affinity with 185,985 pairs from IEDB/IMGT. The task is: Regression. Given a peptide amino acid sequence and an MHC pseudo amino acid sequence, predict their binding affinity value. This is MHC class I binding data. (1) The peptide sequence is EMQLKIDKLT. The MHC is HLA-A02:02 with pseudo-sequence HLA-A02:02. The binding affinity (normalized) is 0.152. (2) The peptide sequence is LSSRATWAK. The MHC is HLA-A11:01 with pseudo-sequence HLA-A11:01. The binding affinity (normalized) is 0.627.